From a dataset of Full USPTO retrosynthesis dataset with 1.9M reactions from patents (1976-2016). Predict the reactants needed to synthesize the given product. (1) Given the product [C:1]([N:5]1[C:9]2=[N:10][CH:11]=[N:12][C:13]([NH:14][C:22](=[O:24])[CH3:23])=[C:8]2[C:7]([C:15]2[CH:16]=[CH:17][C:18]([Cl:21])=[CH:19][CH:20]=2)=[N:6]1)([CH3:4])([CH3:2])[CH3:3], predict the reactants needed to synthesize it. The reactants are: [C:1]([N:5]1[C:9]2=[N:10][CH:11]=[N:12][C:13]([NH2:14])=[C:8]2[C:7]([C:15]2[CH:20]=[CH:19][C:18]([Cl:21])=[CH:17][CH:16]=2)=[N:6]1)([CH3:4])([CH3:3])[CH3:2].[C:22](OC(=O)C)(=[O:24])[CH3:23]. (2) Given the product [CH3:1][O:2][C:3](=[O:18])[C@@H:4]([O:15][CH2:16][CH3:17])[CH2:5][C:6]1[C:11]([CH3:12])=[CH:10][C:9]([O:13][CH2:20][C:21]2[N:22]=[C:23]([C:27]3[CH:32]=[CH:31][C:30]([F:33])=[C:29]([CH3:34])[CH:28]=3)[O:24][C:25]=2[CH3:26])=[CH:8][C:7]=1[CH3:14], predict the reactants needed to synthesize it. The reactants are: [CH3:1][O:2][C:3](=[O:18])[C@@H:4]([O:15][CH2:16][CH3:17])[CH2:5][C:6]1[C:11]([CH3:12])=[CH:10][C:9]([OH:13])=[CH:8][C:7]=1[CH3:14].Cl[CH2:20][C:21]1[N:22]=[C:23]([C:27]2[CH:32]=[CH:31][C:30]([F:33])=[C:29]([CH3:34])[CH:28]=2)[O:24][C:25]=1[CH3:26].C(=O)([O-])[O-].[Cs+].[Cs+].[I-].[K+]. (3) Given the product [CH:1]1([C:5]2[C:9]3[CH2:10][NH:11][CH:12]([CH3:14])[CH2:13][C:8]=3[NH:7][N:6]=2)[CH2:4][CH2:3][CH2:2]1, predict the reactants needed to synthesize it. The reactants are: [CH:1]1([C:5]2[C:9]3[CH2:10][N:11](C(OCC4C=CC=CC=4)=O)[CH:12]([CH3:14])[CH2:13][C:8]=3[NH:7][N:6]=2)[CH2:4][CH2:3][CH2:2]1. (4) The reactants are: [F:1][C:2]1[CH:10]=[C:9]2[C:5]([CH:6]=[CH:7][N:8]2[S:11]([C:14]2[CH:19]=[CH:18][CH:17]=[CH:16][CH:15]=2)(=[O:13])=[O:12])=[CH:4][C:3]=1[O:20][CH2:21][CH2:22][NH2:23].C(N(CC)CC)C.[C:31](Cl)(=[O:33])[CH3:32]. Given the product [F:1][C:2]1[CH:10]=[C:9]2[C:5]([CH:6]=[CH:7][N:8]2[S:11]([C:14]2[CH:19]=[CH:18][CH:17]=[CH:16][CH:15]=2)(=[O:12])=[O:13])=[CH:4][C:3]=1[O:20][CH2:21][CH2:22][NH:23][C:31](=[O:33])[CH3:32], predict the reactants needed to synthesize it.